Dataset: NCI-60 drug combinations with 297,098 pairs across 59 cell lines. Task: Regression. Given two drug SMILES strings and cell line genomic features, predict the synergy score measuring deviation from expected non-interaction effect. (1) Drug 1: CC(C)CN1C=NC2=C1C3=CC=CC=C3N=C2N. Drug 2: N.N.Cl[Pt+2]Cl. Cell line: SN12C. Synergy scores: CSS=30.6, Synergy_ZIP=-6.63, Synergy_Bliss=-5.44, Synergy_Loewe=-5.00, Synergy_HSA=-4.19. (2) Drug 1: CC1CCC2CC(C(=CC=CC=CC(CC(C(=O)C(C(C(=CC(C(=O)CC(OC(=O)C3CCCCN3C(=O)C(=O)C1(O2)O)C(C)CC4CCC(C(C4)OC)OCCO)C)C)O)OC)C)C)C)OC. Drug 2: CCN(CC)CCNC(=O)C1=C(NC(=C1C)C=C2C3=C(C=CC(=C3)F)NC2=O)C. Cell line: CCRF-CEM. Synergy scores: CSS=-13.9, Synergy_ZIP=6.44, Synergy_Bliss=2.76, Synergy_Loewe=-12.3, Synergy_HSA=-12.2. (3) Drug 1: CC1=C(C=C(C=C1)NC2=NC=CC(=N2)N(C)C3=CC4=NN(C(=C4C=C3)C)C)S(=O)(=O)N.Cl. Drug 2: CNC(=O)C1=CC=CC=C1SC2=CC3=C(C=C2)C(=NN3)C=CC4=CC=CC=N4. Cell line: MDA-MB-231. Synergy scores: CSS=5.78, Synergy_ZIP=0.915, Synergy_Bliss=3.83, Synergy_Loewe=0.349, Synergy_HSA=0.596.